Predict the reaction yield, written as a fraction of the theoretical maximum amount of product (1.0 means a 100% yield; for example, 0.34 means a 34% yield). From a dataset of Reaction yield outcomes from USPTO patents with 853,638 reactions. The reactants are [CH:1]1([NH:7][C:8]2[N:13]=[C:12]([C:14]3[C:22]4[C:17](=[N:18][CH:19]=[CH:20][CH:21]=4)[NH:16][CH:15]=3)[CH:11]=[CH:10][N:9]=2)[CH2:6][CH2:5][CH2:4][CH2:3][CH2:2]1.[C:23](OC(=O)C)(=[O:25])[CH3:24]. The product is [CH:1]1([NH:7][C:8]2[N:13]=[C:12]([C:14]3[C:22]4[C:17](=[N:18][CH:19]=[CH:20][CH:21]=4)[N:16]([C:23](=[O:25])[CH3:24])[CH:15]=3)[CH:11]=[CH:10][N:9]=2)[CH2:2][CH2:3][CH2:4][CH2:5][CH2:6]1. No catalyst specified. The yield is 0.860.